This data is from Human intestinal absorption (HIA) binary classification data from Hou et al.. The task is: Regression/Classification. Given a drug SMILES string, predict its absorption, distribution, metabolism, or excretion properties. Task type varies by dataset: regression for continuous measurements (e.g., permeability, clearance, half-life) or binary classification for categorical outcomes (e.g., BBB penetration, CYP inhibition). Dataset: hia_hou. (1) The molecule is CCCOC(C(=O)OC1CCN(C)CC1)(c1ccccc1)c1ccccc1. The result is 1 (good absorption). (2) The compound is CCCCCCCN(CC)CCC[C@@H](O)c1ccc(NS(C)(=O)=O)cc1. The result is 1 (good absorption). (3) The molecule is C[C@@H](NC(C)(C)C)C(=O)c1ccc(Cl)cc1. The result is 1 (good absorption).